The task is: Predict which catalyst facilitates the given reaction.. This data is from Catalyst prediction with 721,799 reactions and 888 catalyst types from USPTO. (1) Reactant: [Cl:1][C:2]1[C:7]([C:8]2[CH:13]=[CH:12][C:11]([Cl:14])=[CH:10][C:9]=2[Cl:15])=[C:6]([NH:16][CH:17]([CH3:19])[CH3:18])[N:5]2[N:20]=[CH:21][C:22]([C:23]([O:25]C)=[O:24])=[C:4]2[N:3]=1.[OH-].[K+].Cl. The catalyst class is: 12. Product: [Cl:1][C:2]1[C:7]([C:8]2[CH:13]=[CH:12][C:11]([Cl:14])=[CH:10][C:9]=2[Cl:15])=[C:6]([NH:16][CH:17]([CH3:19])[CH3:18])[N:5]2[N:20]=[CH:21][C:22]([C:23]([OH:25])=[O:24])=[C:4]2[N:3]=1. (2) Reactant: Cl[C:2]1[C:3]2[C:4](=[CH:18][N:19](CC3C=CC(OC)=CC=3)[N:20]=2)[N:5]=[C:6]([C:8]2[CH:9]=[C:10]([CH:15]=[CH:16][CH:17]=2)[C:11]([O:13][CH3:14])=[O:12])[N:7]=1.[NH:30]1[C:38]2[C:33](=[CH:34][CH:35]=[C:36]([NH2:39])[CH:37]=2)[CH:32]=[N:31]1.Cl. Product: [NH:30]1[C:38]2[C:33](=[CH:34][CH:35]=[C:36]([NH:39][C:2]3[C:3]4[NH:20][N:19]=[CH:18][C:4]=4[N:5]=[C:6]([C:8]4[CH:9]=[C:10]([CH:15]=[CH:16][CH:17]=4)[C:11]([O:13][CH3:14])=[O:12])[N:7]=3)[CH:37]=2)[CH:32]=[N:31]1. The catalyst class is: 71. (3) Reactant: [NH:1]1[C:9]2[C:4](=[CH:5][CH:6]=[CH:7][CH:8]=2)[C:3](/[CH:10]=[CH:11]/[C:12]([OH:14])=O)=[N:2]1.Cl.CN(C)CCCN=C=NCC.ON1C2C=CC=CC=2N=N1.[Br:37][CH2:38][CH2:39][O:40][C:41]1[CH:47]=[CH:46][C:44]([NH2:45])=[CH:43][C:42]=1[O:48][CH3:49]. Product: [Br:37][CH2:38][CH2:39][O:40][C:41]1[CH:47]=[CH:46][C:44]([NH:45][C:12](=[O:14])/[CH:11]=[CH:10]/[C:3]2[C:4]3[C:9](=[CH:8][CH:7]=[CH:6][CH:5]=3)[NH:1][N:2]=2)=[CH:43][C:42]=1[O:48][CH3:49]. The catalyst class is: 18.